The task is: Regression/Classification. Given a drug SMILES string, predict its absorption, distribution, metabolism, or excretion properties. Task type varies by dataset: regression for continuous measurements (e.g., permeability, clearance, half-life) or binary classification for categorical outcomes (e.g., BBB penetration, CYP inhibition). Dataset: cyp1a2_veith.. This data is from CYP1A2 inhibition data for predicting drug metabolism from PubChem BioAssay. (1) The molecule is COc1ccc(C(=O)NC2CC3CCCC(C2)N3CC(C)C)cc1OC. The result is 0 (non-inhibitor). (2) The molecule is CC(=O)Oc1cc(C(F)(F)F)ccc1C(=O)O. The result is 0 (non-inhibitor). (3) The molecule is Cn1c(=O)c2[nH]c(CCCCc3nc4c([nH]3)c(=O)n(C)c(=S)n4C)nc2n(C)c1=S. The result is 0 (non-inhibitor). (4) The molecule is C/C(CCN1CCc2nc(-c3ccccc3)c(-c3ccccc3)cc2C1)=N\O[C@@H](C)CN1CCCc2nc(C)c(C)cc21. The result is 0 (non-inhibitor).